From a dataset of Forward reaction prediction with 1.9M reactions from USPTO patents (1976-2016). Predict the product of the given reaction. (1) Given the reactants [CH3:1][C:2]1[CH:7]=[CH:6][CH:5]=[CH:4][C:3]=1[C:8](=[O:14])[CH2:9][C:10]([O:12][CH3:13])=[O:11].[CH3:15][N:16]([CH:18](OC)OC)[CH3:17], predict the reaction product. The product is: [CH3:15][N:16]([CH3:18])/[CH:17]=[C:9](/[C:8](=[O:14])[C:3]1[CH:4]=[CH:5][CH:6]=[CH:7][C:2]=1[CH3:1])\[C:10]([O:12][CH3:13])=[O:11]. (2) Given the reactants [Li+].[BH4-].[C:3]([C:6]1[CH:7]=[C:8]([N:12]2[C:20]3[C:15](=[CH:16][CH:17]=[CH:18][CH:19]=3)[C:14]([CH2:21][C:22](OCC)=[O:23])=[C:13]2[C:27]([OH:29])=[O:28])[CH:9]=[CH:10][CH:11]=1)([OH:5])=[O:4], predict the reaction product. The product is: [C:3]([C:6]1[CH:7]=[C:8]([N:12]2[C:20]3[C:15](=[CH:16][CH:17]=[CH:18][CH:19]=3)[C:14]([CH2:21][CH2:22][OH:23])=[C:13]2[C:27]([OH:29])=[O:28])[CH:9]=[CH:10][CH:11]=1)([OH:5])=[O:4].